Predict the reactants needed to synthesize the given product. From a dataset of Full USPTO retrosynthesis dataset with 1.9M reactions from patents (1976-2016). (1) Given the product [F:1][C:2]1[CH:27]=[CH:26][CH:25]=[C:24]([F:28])[C:3]=1[C:4]([N:6]([CH3:31])[C:7]([N:8]([CH2:21][CH3:22])[C:9]1[CH:14]=[CH:13][C:12]([S:15][C:16]([F:19])([F:18])[F:17])=[CH:11][C:10]=1[F:20])=[O:23])=[O:5], predict the reactants needed to synthesize it. The reactants are: [F:1][C:2]1[CH:27]=[CH:26][CH:25]=[C:24]([F:28])[C:3]=1[C:4]([NH:6][C:7](=[O:23])[N:8]([CH2:21][CH3:22])[C:9]1[CH:14]=[CH:13][C:12]([S:15][C:16]([F:19])([F:18])[F:17])=[CH:11][C:10]=1[F:20])=[O:5].[H-].[Na+].[CH3:31]I.[Cl-].[NH4+]. (2) Given the product [C:1]([S@:5]([NH:7][C@@H:8]([C:9]1[CH:10]=[CH:11][C:12]([C:13]([O:15][C:16]([CH3:19])([CH3:18])[CH3:17])=[O:14])=[CH:20][CH:21]=1)[C:23]([F:25])([F:24])[F:22])=[O:6])([CH3:4])([CH3:2])[CH3:3], predict the reactants needed to synthesize it. The reactants are: [C:1]([S@:5](/[N:7]=[CH:8]/[C:9]1[CH:21]=[CH:20][C:12]([C:13]([O:15][C:16]([CH3:19])([CH3:18])[CH3:17])=[O:14])=[CH:11][CH:10]=1)=[O:6])([CH3:4])([CH3:3])[CH3:2].[F:22][C:23]([Si](C)(C)C)([F:25])[F:24]. (3) The reactants are: [F:1][C:2]1[CH:3]=[CH:4][CH:5]=[C:6]2[C:11]=1[NH:10][N:9]=[C:8]([I:12])[C:7]2=[O:13].[CH3:14][O:15][C:16]([CH3:21])([CH3:20])[CH2:17][CH2:18]O.C1(P(C2C=CC=CC=2)C2C=CC=CC=2)C=CC=CC=1.N(C(OCC)=O)=NC(OCC)=O. Given the product [F:1][C:2]1[CH:3]=[CH:4][CH:5]=[C:6]2[C:11]=1[N:10]([CH2:18][CH2:17][C:16]([O:15][CH3:14])([CH3:21])[CH3:20])[N:9]=[C:8]([I:12])[C:7]2=[O:13], predict the reactants needed to synthesize it.